This data is from Catalyst prediction with 721,799 reactions and 888 catalyst types from USPTO. The task is: Predict which catalyst facilitates the given reaction. (1) Reactant: [C:1]1([N:7]2[CH:11]=[N:10][NH:9][C:8]2=[O:12])[CH:6]=[CH:5][CH:4]=[CH:3][CH:2]=1.[Br:13][CH2:14][CH2:15][CH2:16]Br.[H-].[Na+].O. Product: [Br:13][CH2:14][CH2:15][CH2:16][N:9]1[C:8](=[O:12])[N:7]([C:1]2[CH:2]=[CH:3][CH:4]=[CH:5][CH:6]=2)[CH:11]=[N:10]1. The catalyst class is: 42. (2) Reactant: [Cl:1][C:2]1[CH:7]=[C:6]([Cl:8])[CH:5]=[CH:4][C:3]=1[C:9]1[N:14]2[CH:15]=[C:16]([C:18](=[O:23])N(OC)C)[N:17]=[C:13]2[N:12]=[C:11]([CH3:24])[C:10]=1[CH2:25][NH:26][C:27](=[O:33])[O:28][C:29]([CH3:32])([CH3:31])[CH3:30].[CH3:34][Mg+].[Br-]. Product: [C:18]([C:16]1[N:17]=[C:13]2[N:12]=[C:11]([CH3:24])[C:10]([CH2:25][NH:26][C:27](=[O:33])[O:28][C:29]([CH3:32])([CH3:30])[CH3:31])=[C:9]([C:3]3[CH:4]=[CH:5][C:6]([Cl:8])=[CH:7][C:2]=3[Cl:1])[N:14]2[CH:15]=1)(=[O:23])[CH3:34]. The catalyst class is: 1. (3) Reactant: [CH2:1]([N:8]1[CH:16]=[C:15]2[C:10]([CH:11]=[CH:12][C:13]3[C:19](=[O:20])[CH:18]([CH2:21][CH2:22][F:23])[CH2:17][C:14]=32)=[N:9]1)[C:2]1[CH:7]=[CH:6][CH:5]=[CH:4][CH:3]=1.N12CCCN=C1CCCCC2.[CH:35]([C:37]([CH3:39])=[O:38])=[CH2:36]. Product: [CH2:1]([N:8]1[CH:16]=[C:15]2[C:10]([CH:11]=[CH:12][C:13]3[C:19](=[O:20])[C:18]([CH2:21][CH2:22][F:23])([CH2:36][CH2:35][C:37](=[O:38])[CH3:39])[CH2:17][C:14]=32)=[N:9]1)[C:2]1[CH:3]=[CH:4][CH:5]=[CH:6][CH:7]=1. The catalyst class is: 1. (4) Reactant: [CH3:1][C:2]([CH3:18])([CH2:14][C:15]([O-])=[O:16])[CH2:3][C:4]([O:6][CH2:7][C:8]1[CH:13]=[CH:12][CH:11]=[CH:10][CH:9]=1)=[O:5].B.O1CCCC1.C1COCC1. Product: [OH:16][CH2:15][CH2:14][C:2]([CH3:18])([CH3:1])[CH2:3][C:4]([O:6][CH2:7][C:8]1[CH:13]=[CH:12][CH:11]=[CH:10][CH:9]=1)=[O:5]. The catalyst class is: 1.